Dataset: Reaction yield outcomes from USPTO patents with 853,638 reactions. Task: Predict the reaction yield, written as a fraction of the theoretical maximum amount of product (1.0 means a 100% yield; for example, 0.34 means a 34% yield). (1) The reactants are Cl[C:2]1[N:20]=[CH:19][CH:18]=[CH:17][C:3]=1[C:4]([NH:6][C:7]1[CH:12]=[CH:11][CH:10]=[CH:9][C:8]=1[NH:13][CH:14]1[CH2:16][CH2:15]1)=[O:5].[H-].[Na+]. The catalyst is N1C=CC=CC=1. The product is [CH:14]1([N:13]2[C:2]3[N:20]=[CH:19][CH:18]=[CH:17][C:3]=3[C:4](=[O:5])[NH:6][C:7]3[CH:12]=[CH:11][CH:10]=[CH:9][C:8]2=3)[CH2:16][CH2:15]1. The yield is 0.850. (2) The reactants are C([C:4]1([C:10]2[C:18]3[C:13](=[CH:14][CH:15]=[C:16]([NH:19][C:20]([C:22]4[CH:27]=[CH:26][CH:25]=[CH:24][N:23]=4)=[O:21])[CH:17]=3)[NH:12][N:11]=2)[CH:9]=[CH:8][CH:7]=[CH:6][CH2:5]1)(=O)C.N. The catalyst is CO. The product is [C:4]1([C:10]2[C:18]3[C:13](=[CH:14][CH:15]=[C:16]([NH:19][C:20]([C:22]4[CH:27]=[CH:26][CH:25]=[CH:24][N:23]=4)=[O:21])[CH:17]=3)[NH:12][N:11]=2)[CH:5]=[CH:6][CH:7]=[CH:8][CH:9]=1. The yield is 0.710.